This data is from Catalyst prediction with 721,799 reactions and 888 catalyst types from USPTO. The task is: Predict which catalyst facilitates the given reaction. (1) Product: [C:16]([C:2]1[C:7]([N+:8]([O-:10])=[O:9])=[CH:6][CH:5]=[C:4]([Cl:11])[C:3]=1[S:12]([NH2:15])(=[O:14])=[O:13])(=[O:18])[CH3:17]. The catalyst class is: 16. Reactant: Cl[C:2]1[C:7]([N+:8]([O-:10])=[O:9])=[CH:6][CH:5]=[C:4]([Cl:11])[C:3]=1[S:12]([NH2:15])(=[O:14])=[O:13].[C:16]([O-])(=[O:18])[CH3:17].[K+].C1OCCOCCOCCOCCOCCOC1.Cl. (2) Reactant: [Br:1][C:2]1[CH:7]=[C:6]([O:8]C)[CH:5]=[C:4]([F:10])[CH:3]=1.B(Br)(Br)Br. Product: [Br:1][C:2]1[CH:7]=[C:6]([OH:8])[CH:5]=[C:4]([F:10])[CH:3]=1. The catalyst class is: 2.